This data is from Full USPTO retrosynthesis dataset with 1.9M reactions from patents (1976-2016). The task is: Predict the reactants needed to synthesize the given product. Given the product [OH:44][C@H:20]([C:12]1[CH:11]=[CH:10][C:9]([OH:8])=[C:18]2[C:13]=1[CH:14]=[CH:15][C:16](=[O:19])[NH:17]2)[CH2:21][NH:22][CH2:23][CH2:24][C:25]1[CH:26]=[C:27]([NH:31][C:32]([NH:34][CH2:35][CH2:36][CH2:37][C:38]2[CH:43]=[CH:42][CH:41]=[CH:40][CH:39]=2)=[O:33])[CH:28]=[CH:29][CH:30]=1, predict the reactants needed to synthesize it. The reactants are: C([O:8][C:9]1[CH:10]=[CH:11][C:12]([C@@H:20]([OH:44])[CH2:21][NH:22][CH2:23][CH2:24][C:25]2[CH:26]=[C:27]([NH:31][C:32]([NH:34][CH2:35][CH2:36][CH2:37][C:38]3[CH:43]=[CH:42][CH:41]=[CH:40][CH:39]=3)=[O:33])[CH:28]=[CH:29][CH:30]=2)=[C:13]2[C:18]=1[NH:17][C:16](=[O:19])[CH:15]=[CH:14]2)C1C=CC=CC=1.